Dataset: Catalyst prediction with 721,799 reactions and 888 catalyst types from USPTO. Task: Predict which catalyst facilitates the given reaction. (1) Reactant: C(Cl)(=O)C(Cl)=O.CS(C)=O.[Cl:11][C:12]1[CH:21]=[C:20]2[C:15]([CH2:16][CH2:17][CH2:18][CH:19]2[C:22]2[CH:23]=[C:24]([CH2:27][OH:28])[S:25][CH:26]=2)=[CH:14][CH:13]=1.C(N(CC)CC)C.C([O-])(O)=O.[Na+]. Product: [Cl:11][C:12]1[CH:21]=[C:20]2[C:15]([CH2:16][CH2:17][CH2:18][CH:19]2[C:22]2[CH:23]=[C:24]([CH:27]=[O:28])[S:25][CH:26]=2)=[CH:14][CH:13]=1. The catalyst class is: 2. (2) Reactant: [F:1][C:2]([F:31])([F:30])[C:3]1[CH:4]=[C:5]([N:13]=[N:14][NH:15][C:16]2[CH:21]=[C:20]([C:22]([F:25])([F:24])[F:23])[CH:19]=[C:18]([C:26]([F:29])([F:28])[F:27])[CH:17]=2)[CH:6]=[C:7]([C:9]([F:12])([F:11])[F:10])[CH:8]=1.[H-].[K+:33]. Product: [F:1][C:2]([F:30])([F:31])[C:3]1[CH:4]=[C:5]([N-:13][N:14]=[N:15][C:16]2[CH:21]=[C:20]([C:22]([F:23])([F:24])[F:25])[CH:19]=[C:18]([C:26]([F:29])([F:28])[F:27])[CH:17]=2)[CH:6]=[C:7]([C:9]([F:12])([F:11])[F:10])[CH:8]=1.[K+:33]. The catalyst class is: 11. (3) Reactant: [NH:1]1[CH:5]=[C:4]([NH:6][C:7]([C:9]2[CH:10]=[C:11]3[C:16](=[CH:17][CH:18]=2)[CH2:15][N:14]([C:19]([O:21][C:22]([CH3:25])([CH3:24])[CH3:23])=[O:20])[CH2:13][CH2:12]3)=[O:8])[CH:3]=[N:2]1.C(=O)([O-])[O-].[Cs+].[Cs+].Br[CH2:33][C:34]1[CH:35]=[C:36]([CH:39]=[CH:40][CH:41]=1)[C:37]#[N:38]. Product: [C:37]([C:36]1[CH:35]=[C:34]([CH2:33][N:1]2[CH:5]=[C:4]([NH:6][C:7]([C:9]3[CH:10]=[C:11]4[C:16](=[CH:17][CH:18]=3)[CH2:15][N:14]([C:19]([O:21][C:22]([CH3:25])([CH3:24])[CH3:23])=[O:20])[CH2:13][CH2:12]4)=[O:8])[CH:3]=[N:2]2)[CH:41]=[CH:40][CH:39]=1)#[N:38]. The catalyst class is: 3. (4) Reactant: C(OC(=O)[CH2:5][NH:6][C:7]([C:9]1([NH:12][C:13]([O:15]CC2C=CC=CC=2)=O)[CH2:11][CH2:10]1)=[O:8])C.[H][H]. Product: [CH2:11]1[C:9]2([C:7](=[O:8])[NH:6][CH2:5][C:13](=[O:15])[NH:12]2)[CH2:10]1. The catalyst class is: 178. (5) Reactant: [Br:1][C:2]1[CH:32]=[CH:31][C:5]2[N:6]([C:9]3[S:13][C:12]([C:14]([O:16]C)=O)=[C:11]([O:18][C@@H:19]([C:21]4[CH:26]=[CH:25][CH:24]=[CH:23][C:22]=4[C:27]([F:30])([F:29])[F:28])[CH3:20])[CH:10]=3)[CH:7]=[N:8][C:4]=2[CH:3]=1.[NH3:33]. Product: [Br:1][C:2]1[CH:32]=[CH:31][C:5]2[N:6]([C:9]3[S:13][C:12]([C:14]([NH2:33])=[O:16])=[C:11]([O:18][C@@H:19]([C:21]4[CH:26]=[CH:25][CH:24]=[CH:23][C:22]=4[C:27]([F:28])([F:29])[F:30])[CH3:20])[CH:10]=3)[CH:7]=[N:8][C:4]=2[CH:3]=1. The catalyst class is: 5. (6) Reactant: C(C(C(C)([C:17]1[CH:26]=[CH:25][C:24]2[C:19](=[CH:20][CH:21]=[CH:22][CH:23]=2)[CH:18]=1)C)CCCO[Si](C(C)(C)C)(C)C)#N.[F-].[NH4+:29].[NH4+].[NH4+].[NH4+].[F-].[F-].[F-].[Cl-].[Na+].[OH2:38]. Product: [C:20]([C:19]([C:17]1[CH:26]=[CH:25][C:24]2[C:19](=[CH:20][CH:21]=[CH:22][CH:23]=2)[CH:18]=1)([CH:24]([CH3:25])[CH3:23])[CH2:18][CH2:17][CH2:26][OH:38])#[N:29]. The catalyst class is: 7. (7) Reactant: [CH3:1][N:2]1[CH2:7][CH2:6][C:5](=O)[CH2:4][C:3]1=[O:9].[F:10][C:11]([F:20])([F:19])[C:12]1[CH:13]=[C:14]([CH:16]=[CH:17][CH:18]=1)[NH2:15].FC(F)(F)S([O-])(=O)=O.[Yb+3].FC(F)(F)S([O-])(=O)=O.FC(F)(F)S([O-])(=O)=O.C1(C)C=CC=CC=1. Product: [CH3:1][N:2]1[CH2:7][CH2:6][C:5]([NH:15][C:14]2[CH:16]=[CH:17][CH:18]=[C:12]([C:11]([F:10])([F:19])[F:20])[CH:13]=2)=[CH:4][C:3]1=[O:9]. The catalyst class is: 5.